This data is from NCI-60 drug combinations with 297,098 pairs across 59 cell lines. The task is: Regression. Given two drug SMILES strings and cell line genomic features, predict the synergy score measuring deviation from expected non-interaction effect. (1) Drug 1: CC(C1=C(C=CC(=C1Cl)F)Cl)OC2=C(N=CC(=C2)C3=CN(N=C3)C4CCNCC4)N. Drug 2: CC1CCC2CC(C(=CC=CC=CC(CC(C(=O)C(C(C(=CC(C(=O)CC(OC(=O)C3CCCCN3C(=O)C(=O)C1(O2)O)C(C)CC4CCC(C(C4)OC)O)C)C)O)OC)C)C)C)OC. Cell line: NCIH23. Synergy scores: CSS=33.0, Synergy_ZIP=1.17, Synergy_Bliss=5.14, Synergy_Loewe=5.22, Synergy_HSA=8.79. (2) Drug 1: C(=O)(N)NO. Drug 2: C(CN)CNCCSP(=O)(O)O. Cell line: SR. Synergy scores: CSS=8.21, Synergy_ZIP=-2.50, Synergy_Bliss=1.09, Synergy_Loewe=-2.31, Synergy_HSA=1.59. (3) Drug 1: C1=CC(=CC=C1CC(C(=O)O)N)N(CCCl)CCCl.Cl. Drug 2: CC12CCC3C(C1CCC2O)C(CC4=C3C=CC(=C4)O)CCCCCCCCCS(=O)CCCC(C(F)(F)F)(F)F. Cell line: CAKI-1. Synergy scores: CSS=16.7, Synergy_ZIP=-7.92, Synergy_Bliss=-8.36, Synergy_Loewe=-8.93, Synergy_HSA=-5.65. (4) Drug 1: CN1C2=C(C=C(C=C2)N(CCCl)CCCl)N=C1CCCC(=O)O.Cl. Drug 2: C1CN(P(=O)(OC1)NCCCl)CCCl. Cell line: IGROV1. Synergy scores: CSS=1.88, Synergy_ZIP=-0.379, Synergy_Bliss=0.334, Synergy_Loewe=-0.228, Synergy_HSA=0.394. (5) Drug 1: CNC(=O)C1=NC=CC(=C1)OC2=CC=C(C=C2)NC(=O)NC3=CC(=C(C=C3)Cl)C(F)(F)F. Drug 2: CC1C(C(CC(O1)OC2CC(CC3=C2C(=C4C(=C3O)C(=O)C5=C(C4=O)C(=CC=C5)OC)O)(C(=O)CO)O)N)O.Cl. Cell line: NCI-H522. Synergy scores: CSS=65.0, Synergy_ZIP=1.04, Synergy_Bliss=0.853, Synergy_Loewe=-29.1, Synergy_HSA=2.05. (6) Cell line: SN12C. Drug 2: CC12CCC3C(C1CCC2OP(=O)(O)O)CCC4=C3C=CC(=C4)OC(=O)N(CCCl)CCCl.[Na+]. Synergy scores: CSS=12.8, Synergy_ZIP=-6.46, Synergy_Bliss=-4.69, Synergy_Loewe=-18.6, Synergy_HSA=-7.73. Drug 1: C1=NC2=C(N=C(N=C2N1C3C(C(C(O3)CO)O)F)Cl)N.